From a dataset of Catalyst prediction with 721,799 reactions and 888 catalyst types from USPTO. Predict which catalyst facilitates the given reaction. (1) Reactant: [N+:1]([C:4]1[CH:5]=[CH:6][C:7]([C:11]([F:14])([F:13])[F:12])=[C:8]([OH:10])[CH:9]=1)([O-])=O.BrC1C=CC([N+]([O-])=O)=CC=1O. Product: [NH2:1][C:4]1[CH:5]=[CH:6][C:7]([C:11]([F:12])([F:13])[F:14])=[C:8]([OH:10])[CH:9]=1. The catalyst class is: 94. (2) Reactant: [F:1][C:2]1[CH:3]=[C:4]2[C:9](=[CH:10][CH:11]=1)[N:8]=[CH:7][CH:6]=[C:5]2[N:12]1[CH2:17][CH2:16][C:15]([CH2:19][C:20]([O:22]C)=[O:21])([CH3:18])[CH2:14][CH2:13]1.[OH-].[Na+].Cl. The catalyst class is: 5. Product: [F:1][C:2]1[CH:3]=[C:4]2[C:9](=[CH:10][CH:11]=1)[N:8]=[CH:7][CH:6]=[C:5]2[N:12]1[CH2:17][CH2:16][C:15]([CH2:19][C:20]([OH:22])=[O:21])([CH3:18])[CH2:14][CH2:13]1.